This data is from Experimentally validated miRNA-target interactions with 360,000+ pairs, plus equal number of negative samples. The task is: Binary Classification. Given a miRNA mature sequence and a target amino acid sequence, predict their likelihood of interaction. The miRNA is hsa-miR-6504-3p with sequence CAUUACAGCACAGCCAUUCU. The protein sequence of the target gene is MLPKRRRARVGSPSGDAASSTPPSTRFPGVAIYLVEPRMGRSRRAFLTGLARSKGFRVLDACSSEATHVVMEETSAEEAVSWQERRMAAAPPGCTPPALLDISWLTESLGAGQPVPVECRHRLEVAGPRKGPLSPAWMPAYACQRPTPLTHHNTGLSEALEILAEAAGFEGSEGRLLTFCRAASVLKALPSPVTTLSQLQGLPHFGEHSSRVVQELLEHGVCEEVERVRRSERYQTMKLFTQIFGVGVKTADRWYREGLRTLDDLREQPQKLTQQQKAGLQHHQDLSTPVLRSDVDALQQ.... Result: 1 (interaction).